Dataset: KCNQ2 potassium channel screen with 302,405 compounds. Task: Binary Classification. Given a drug SMILES string, predict its activity (active/inactive) in a high-throughput screening assay against a specified biological target. (1) The compound is S(CCn1c(C(C)(C)C)cc(c1C)C(O)=O)CCO. The result is 0 (inactive). (2) The drug is O(C(=O)CCCCNC(=O)Nc1ccccc1)C. The result is 0 (inactive).